Dataset: Full USPTO retrosynthesis dataset with 1.9M reactions from patents (1976-2016). Task: Predict the reactants needed to synthesize the given product. (1) Given the product [N:40]1([CH2:39][CH2:38][CH2:37][O:24][C:23](=[O:25])[C@@H:22]([NH:21][C:19]([C:15]2[C:16]([CH3:18])=[N:17][C:12]([NH:11][CH2:10][CH2:9][CH2:8][C:4]3[CH:5]=[CH:6][CH:7]=[C:2]([OH:1])[CH:3]=3)=[N:13][C:14]=2[CH3:35])=[O:20])[CH2:26][NH:27][C:28]([C:30]2[S:31][CH:32]=[CH:33][CH:34]=2)=[O:29])[CH2:45][CH2:44][O:43][CH2:42][CH2:41]1, predict the reactants needed to synthesize it. The reactants are: [OH:1][C:2]1[CH:3]=[C:4]([CH2:8][CH2:9][CH2:10][NH:11][C:12]2[N:17]=[C:16]([CH3:18])[C:15]([C:19]([NH:21][C@@H:22]([CH2:26][NH:27][C:28]([C:30]3[S:31][CH:32]=[CH:33][CH:34]=3)=[O:29])[C:23]([OH:25])=[O:24])=[O:20])=[C:14]([CH3:35])[N:13]=2)[CH:5]=[CH:6][CH:7]=1.Cl[CH2:37][CH2:38][CH2:39][N:40]1[CH2:45][CH2:44][O:43][CH2:42][CH2:41]1.[I-].[Na+].C(N(CC)CC)C. (2) Given the product [C:1]([O:5][C:6]([C:8]1[C:33]([F:34])=[CH:32][C:11]([O:12][CH2:13][CH:14]2[CH2:20][CH:19]3[N:21]([C:22]([O:24][CH2:25][C:26]4[CH:31]=[CH:30][CH:29]=[CH:28][CH:27]=4)=[O:23])[CH:16]([CH2:17][CH2:18]3)[CH2:15]2)=[C:10]([CH:36]2[CH2:38][CH2:37]2)[CH:9]=1)=[O:7])([CH3:4])([CH3:3])[CH3:2], predict the reactants needed to synthesize it. The reactants are: [C:1]([O:5][C:6]([C:8]1[C:33]([F:34])=[CH:32][C:11]([O:12][CH2:13][CH:14]2[CH2:20][CH:19]3[N:21]([C:22]([O:24][CH2:25][C:26]4[CH:31]=[CH:30][CH:29]=[CH:28][CH:27]=4)=[O:23])[CH:16]([CH2:17][CH2:18]3)[CH2:15]2)=[C:10](Cl)[CH:9]=1)=[O:7])([CH3:4])([CH3:3])[CH3:2].[CH:36]1(B(O)O)[CH2:38][CH2:37]1.P([O-])([O-])([O-])=O.[K+].[K+].[K+].F[B-](F)(F)F.C1(P(C2CCCCC2)C2CCCCC2)CCCCC1. (3) Given the product [F:24][C:19]1[CH:20]=[CH:21][CH:22]=[CH:23][C:18]=1[CH2:17][N:10]1[C:11]2=[N:12][CH:13]=[CH:14][CH:15]=[C:16]2[C:8]([C:5]2[N:6]=[N:7][C:2]([C:32]3[C:27]([CH3:26])=[N:28][CH:29]=[CH:30][CH:31]=3)=[C:3]([NH2:25])[N:4]=2)=[N:9]1, predict the reactants needed to synthesize it. The reactants are: Cl[C:2]1[N:7]=[N:6][C:5]([C:8]2[C:16]3[C:11](=[N:12][CH:13]=[CH:14][CH:15]=3)[N:10]([CH2:17][C:18]3[CH:23]=[CH:22][CH:21]=[CH:20][C:19]=3[F:24])[N:9]=2)=[N:4][C:3]=1[NH2:25].[CH3:26][C:27]1[C:32](B(O)O)=[CH:31][CH:30]=[CH:29][N:28]=1.C(=O)([O-])[O-].[K+].[K+].C1(P(C2CCCCC2)C2CCCCC2)CCCCC1.